Task: Predict which catalyst facilitates the given reaction.. Dataset: Catalyst prediction with 721,799 reactions and 888 catalyst types from USPTO (1) Reactant: [Cl:1][C:2]1[CH:7]=[CH:6][CH:5]=[C:4]([Cl:8])[C:3]=1[CH2:9][S:10]([C:13]1[CH:14]=[C:15]2[C:19](=[CH:20][CH:21]=1)[NH:18][C:17](=[O:22])[CH2:16]2)(=[O:12])=[O:11].[F:23][CH:24]1[CH2:29][CH2:28][N:27]([CH2:30][C:31]2[C:32]([CH3:39])=[C:33]([CH:37]=O)[NH:34][C:35]=2[CH3:36])[CH2:26][CH2:25]1. Product: [Cl:8][C:4]1[CH:5]=[CH:6][CH:7]=[C:2]([Cl:1])[C:3]=1[CH2:9][S:10]([C:13]1[CH:14]=[C:15]2[C:19](=[CH:20][CH:21]=1)[NH:18][C:17](=[O:22])/[C:16]/2=[CH:37]\[C:33]1[NH:34][C:35]([CH3:36])=[C:31]([CH2:30][N:27]2[CH2:26][CH2:25][CH:24]([F:23])[CH2:29][CH2:28]2)[C:32]=1[CH3:39])(=[O:12])=[O:11]. The catalyst class is: 360. (2) Reactant: [Cl:1][C:2]1[N:7]=[C:6](Cl)[CH:5]=[CH:4][N:3]=1.[CH:9]1([Mg]Cl)[CH2:12][CH2:11][CH2:10]1. Product: [Cl:1][C:2]1[N:7]=[C:6]([CH:9]2[CH2:12][CH2:11][CH2:10]2)[CH:5]=[CH:4][N:3]=1. The catalyst class is: 7. (3) Reactant: [C:1]([O:5][C:6]([N:8]1[CH2:13][CH2:12][CH:11]([O:14][C:15]2[CH:33]=[C:32]([N:34]3[CH2:38][CH2:37][CH2:36][CH2:35]3)[CH:31]=[CH:30][C:16]=2[C:17]([NH:19][C:20]2[CH:21]=[N:22][CH:23]=[CH:24][C:25]=2[C:26]([O:28]C)=[O:27])=[O:18])[CH2:10][CH2:9]1)=[O:7])([CH3:4])([CH3:3])[CH3:2].[OH-].[Na+]. Product: [C:1]([O:5][C:6]([N:8]1[CH2:13][CH2:12][CH:11]([O:14][C:15]2[CH:33]=[C:32]([N:34]3[CH2:35][CH2:36][CH2:37][CH2:38]3)[CH:31]=[CH:30][C:16]=2[C:17]([NH:19][C:20]2[CH:21]=[N:22][CH:23]=[CH:24][C:25]=2[C:26]([OH:28])=[O:27])=[O:18])[CH2:10][CH2:9]1)=[O:7])([CH3:4])([CH3:2])[CH3:3]. The catalyst class is: 92. (4) Reactant: [C:1]([C:5]1[CH:10]=[CH:9][C:8]([C:11]2[O:12][C:13](=[O:20])[C:14]3[S:19][CH:18]=[CH:17][C:15]=3[N:16]=2)=[CH:7][CH:6]=1)([CH3:4])([CH3:3])[CH3:2].[NH2:21][C:22]1[CH:23]=[C:24]([CH:27]=[CH:28][CH:29]=1)[C:25]#[N:26].C[Si](C)(C)[N-][Si](C)(C)C.[K+].C1(C)C=CC=CC=1.[NH4+].[Cl-]. Product: [C:1]([C:5]1[CH:10]=[CH:9][C:8]([C:11]([NH:16][C:15]2[CH:17]=[CH:18][S:19][C:14]=2[C:13]([NH:21][C:22]2[CH:29]=[CH:28][CH:27]=[C:24]([C:25]#[N:26])[CH:23]=2)=[O:20])=[O:12])=[CH:7][CH:6]=1)([CH3:4])([CH3:3])[CH3:2]. The catalyst class is: 476. (5) Reactant: [F:1][C:2]1[CH:3]=[C:4]([C:8]2[CH:9]=[C:10]3[C:14](=[C:15]([C:17]([NH2:19])=[O:18])[CH:16]=2)[NH:13][N:12]=[C:11]3[CH:20]2[CH2:25][CH2:24][NH:23][CH2:22][CH2:21]2)[CH:5]=[CH:6][CH:7]=1.Cl[CH2:27][CH2:28][S:29](Cl)(=[O:31])=[O:30].C(N(CC)CC)C.C([O-])([O-])=O.[K+].[K+].[CH:46]1([NH2:51])[CH2:50][CH2:49][CH2:48][CH2:47]1. Product: [CH:46]1([NH:51][CH2:27][CH2:28][S:29]([N:23]2[CH2:24][CH2:25][CH:20]([C:11]3[C:10]4[C:14](=[C:15]([C:17]([NH2:19])=[O:18])[CH:16]=[C:8]([C:4]5[CH:5]=[CH:6][CH:7]=[C:2]([F:1])[CH:3]=5)[CH:9]=4)[NH:13][N:12]=3)[CH2:21][CH2:22]2)(=[O:31])=[O:30])[CH2:50][CH2:49][CH2:48][CH2:47]1. The catalyst class is: 3.